From a dataset of NCI-60 drug combinations with 297,098 pairs across 59 cell lines. Regression. Given two drug SMILES strings and cell line genomic features, predict the synergy score measuring deviation from expected non-interaction effect. (1) Drug 1: C1CCC(C(C1)N)N.C(=O)(C(=O)[O-])[O-].[Pt+4]. Drug 2: C(CCl)NC(=O)N(CCCl)N=O. Cell line: OVCAR-5. Synergy scores: CSS=30.7, Synergy_ZIP=-8.47, Synergy_Bliss=-9.34, Synergy_Loewe=-24.5, Synergy_HSA=-4.42. (2) Synergy scores: CSS=66.0, Synergy_ZIP=2.30, Synergy_Bliss=7.58, Synergy_Loewe=8.12, Synergy_HSA=8.05. Cell line: MOLT-4. Drug 1: CC1=C(C=C(C=C1)NC2=NC=CC(=N2)N(C)C3=CC4=NN(C(=C4C=C3)C)C)S(=O)(=O)N.Cl. Drug 2: CC12CCC3C(C1CCC2=O)CC(=C)C4=CC(=O)C=CC34C. (3) Drug 1: CS(=O)(=O)C1=CC(=C(C=C1)C(=O)NC2=CC(=C(C=C2)Cl)C3=CC=CC=N3)Cl. Drug 2: C1=CC(=CC=C1C#N)C(C2=CC=C(C=C2)C#N)N3C=NC=N3. Cell line: ACHN. Synergy scores: CSS=1.27, Synergy_ZIP=5.98, Synergy_Bliss=1.79, Synergy_Loewe=1.81, Synergy_HSA=0.0100. (4) Drug 1: CCC1(CC2CC(C3=C(CCN(C2)C1)C4=CC=CC=C4N3)(C5=C(C=C6C(=C5)C78CCN9C7C(C=CC9)(C(C(C8N6C=O)(C(=O)OC)O)OC(=O)C)CC)OC)C(=O)OC)O.OS(=O)(=O)O. Drug 2: CCC1=C2CN3C(=CC4=C(C3=O)COC(=O)C4(CC)O)C2=NC5=C1C=C(C=C5)O. Cell line: NCI-H460. Synergy scores: CSS=19.7, Synergy_ZIP=-2.72, Synergy_Bliss=0.998, Synergy_Loewe=-30.9, Synergy_HSA=1.60. (5) Drug 1: C1CCC(C1)C(CC#N)N2C=C(C=N2)C3=C4C=CNC4=NC=N3. Drug 2: C1CN(CCN1C(=O)CCBr)C(=O)CCBr. Cell line: A498. Synergy scores: CSS=11.1, Synergy_ZIP=-1.92, Synergy_Bliss=6.40, Synergy_Loewe=4.30, Synergy_HSA=5.49.